From a dataset of Full USPTO retrosynthesis dataset with 1.9M reactions from patents (1976-2016). Predict the reactants needed to synthesize the given product. (1) Given the product [NH2:1][C:2]1[N:7]=[C:6]([C:8]2[CH:9]=[CH:10][C:11]([F:14])=[CH:12][CH:13]=2)[C:5]([C:15]([O:17][CH2:18][CH3:19])=[O:16])=[C:4]([CH:20]([CH3:21])[CH3:22])[N:3]=1, predict the reactants needed to synthesize it. The reactants are: [NH2:1][C:2]1[NH:3][CH:4]([CH:20]([CH3:22])[CH3:21])[C:5]([C:15]([O:17][CH2:18][CH3:19])=[O:16])=[C:6]([C:8]2[CH:13]=[CH:12][C:11]([F:14])=[CH:10][CH:9]=2)[N:7]=1. (2) Given the product [OH:2][C:3]1[CH:4]=[C:5]2[C:10](=[CH:11][CH:12]=1)[C:9](=[O:13])[C:8]([CH2:19][C:20]([OH:22])=[O:21])([CH2:14][C:15]([F:16])([F:17])[F:18])[CH2:7][CH2:6]2, predict the reactants needed to synthesize it. The reactants are: C[O:2][C:3]1[CH:4]=[C:5]2[C:10](=[CH:11][CH:12]=1)[C:9](=[O:13])[C:8]([CH2:19][C:20]([O:22]CC)=[O:21])([CH2:14][C:15]([F:18])([F:17])[F:16])[CH2:7][CH2:6]2. (3) Given the product [Cl:10][CH2:11][CH2:12][CH2:13][O:14][C:15]1[CH:23]=[CH:22][C:18]([C:19]2[O:20][CH:2]=[C:3]([CH2:4][C:5]([O:7][CH3:8])=[O:6])[N:21]=2)=[CH:17][CH:16]=1, predict the reactants needed to synthesize it. The reactants are: Cl[CH2:2][C:3](=O)[CH2:4][C:5]([O:7][CH3:8])=[O:6].[Cl:10][CH2:11][CH2:12][CH2:13][O:14][C:15]1[CH:23]=[CH:22][C:18]([C:19]([NH2:21])=[O:20])=[CH:17][CH:16]=1. (4) The reactants are: [Br:1][C:2]1[CH:3]=[C:4]([CH:8]=[C:9]([Br:11])[CH:10]=1)[C:5]([OH:7])=[O:6].[N+](=[CH2:14])=[N-]. Given the product [Br:1][C:2]1[CH:3]=[C:4]([CH:8]=[C:9]([Br:11])[CH:10]=1)[C:5]([O:7][CH3:14])=[O:6], predict the reactants needed to synthesize it. (5) Given the product [Br:1][C:2]1[N:3]=[CH:4][C:5]([C:6]([N:23]2[CH2:24][CH2:25][N:20]([C:13]3[C:12]([CH3:11])=[CH:19][C:16]([C:17]#[N:18])=[CH:15][N:14]=3)[CH2:21][CH2:22]2)=[O:8])=[CH:9][CH:10]=1, predict the reactants needed to synthesize it. The reactants are: [Br:1][C:2]1[CH:10]=[CH:9][C:5]([C:6]([OH:8])=O)=[CH:4][N:3]=1.[CH3:11][C:12]1[C:13]([N:20]2[CH2:25][CH2:24][NH:23][CH2:22][CH2:21]2)=[N:14][CH:15]=[C:16]([CH:19]=1)[C:17]#[N:18]. (6) Given the product [Br:50][CH2:43][C:42]1[C:41]([C:45]([F:48])([F:47])[F:46])=[CH:40][C:23]([C:24]([NH:26][CH2:27][C:28]2[CH:33]=[C:32]([Cl:34])[CH:31]=[CH:30][C:29]=2[S:35]([CH2:38][CH3:39])(=[O:37])=[O:36])=[O:25])=[CH:22][C:21]=1[Cl:20], predict the reactants needed to synthesize it. The reactants are: C1(P(C2C=CC=CC=2)C2C=CC=CC=2)C=CC=CC=1.[Cl:20][C:21]1[CH:22]=[C:23]([CH:40]=[C:41]([C:45]([F:48])([F:47])[F:46])[C:42]=1[CH2:43]O)[C:24]([NH:26][CH2:27][C:28]1[CH:33]=[C:32]([Cl:34])[CH:31]=[CH:30][C:29]=1[S:35]([CH2:38][CH3:39])(=[O:37])=[O:36])=[O:25].C(Br)(Br)(Br)[Br:50]. (7) Given the product [CH3:32][S:33]([O:1][CH2:2][CH2:3][N:4]1[CH2:9][CH2:8][N:7]([CH2:10][C:11]([NH:13][C:14]2[C:15]([S:23][CH3:24])=[N:16][C:17]([CH3:22])=[CH:18][C:19]=2[S:20][CH3:21])=[O:12])[CH2:6][CH2:5]1)(=[O:35])=[O:34], predict the reactants needed to synthesize it. The reactants are: [OH:1][CH2:2][CH2:3][N:4]1[CH2:9][CH2:8][N:7]([CH2:10][C:11]([NH:13][C:14]2[C:15]([S:23][CH3:24])=[N:16][C:17]([CH3:22])=[CH:18][C:19]=2[S:20][CH3:21])=[O:12])[CH2:6][CH2:5]1.C(N(CC)CC)C.[CH3:32][S:33](Cl)(=[O:35])=[O:34]. (8) The reactants are: [F:1][C:2]1[CH:10]=[C:9]([C:11]([O:13][CH3:14])=[O:12])[CH:8]=[C:7]([F:15])[C:3]=1[C:4](O)=[O:5].C(Cl)(=O)C([Cl:19])=O.CN(C)C=O. Given the product [Cl:19][C:4]([C:3]1[C:2]([F:1])=[CH:10][C:9]([C:11]([O:13][CH3:14])=[O:12])=[CH:8][C:7]=1[F:15])=[O:5], predict the reactants needed to synthesize it. (9) Given the product [ClH:1].[NH2:2][CH2:3][C:4]1([C:7]2[CH:8]=[CH:9][C:10]([C:13]3[C:14]4[C:15]5[CH:29]=[CH:28][S:27][C:16]=5[C:17](=[O:26])[NH:18][C:19]=4[C:20]([Br:25])=[CH:21][C:22]=3[OH:23])=[CH:11][CH:12]=2)[CH2:5][CH2:6]1, predict the reactants needed to synthesize it. The reactants are: [ClH:1].[NH2:2][CH2:3][C:4]1([C:7]2[CH:12]=[CH:11][C:10]([C:13]3[C:14]4[C:15]5[CH:29]=[CH:28][S:27][C:16]=5[C:17](=[O:26])[NH:18][C:19]=4[C:20]([Br:25])=[CH:21][C:22]=3[O:23]C)=[CH:9][CH:8]=2)[CH2:6][CH2:5]1.BrB(Br)Br.